This data is from Forward reaction prediction with 1.9M reactions from USPTO patents (1976-2016). The task is: Predict the product of the given reaction. (1) Given the reactants CO[C:3]([CH:5]1[CH2:9][CH2:8][CH2:7][N:6]1[N:10]([C:16](=[O:35])[CH2:17][C:18]1[NH:23][C:22]2[CH:24]=[CH:25][C:26]([NH:28][S:29]([CH3:32])(=[O:31])=[O:30])=[CH:27][C:21]=2[S:20](=[O:34])(=[O:33])[N:19]=1)[CH2:11][CH2:12][CH:13]([CH3:15])[CH3:14])=[O:4].[O-]CC.[Na+].O, predict the reaction product. The product is: [OH:4][C:3]1[CH:5]2[CH2:9][CH2:8][CH2:7][N:6]2[N:10]([CH2:11][CH2:12][CH:13]([CH3:14])[CH3:15])[C:16](=[O:35])[C:17]=1[C:18]1[NH:23][C:22]2[CH:24]=[CH:25][C:26]([NH:28][S:29]([CH3:32])(=[O:31])=[O:30])=[CH:27][C:21]=2[S:20](=[O:34])(=[O:33])[N:19]=1. (2) Given the reactants [OH:1][C:2]1[CH:3]=[C:4]([C:8]2[C:12]([CH3:13])=[C:11]([C:14]3[CH:19]=[CH:18][C:17]([OH:20])=[CH:16][CH:15]=3)[S:10][C:9]=2[CH:21]=[N:22]O)[CH:5]=[CH:6][CH:7]=1.Cl.[NH+]1C=CC=CC=1.C(OCC)(=O)C, predict the reaction product. The product is: [OH:1][C:2]1[CH:3]=[C:4]([C:8]2[C:12]([CH3:13])=[C:11]([C:14]3[CH:19]=[CH:18][C:17]([OH:20])=[CH:16][CH:15]=3)[S:10][C:9]=2[C:21]#[N:22])[CH:5]=[CH:6][CH:7]=1.